From a dataset of NCI-60 drug combinations with 297,098 pairs across 59 cell lines. Regression. Given two drug SMILES strings and cell line genomic features, predict the synergy score measuring deviation from expected non-interaction effect. (1) Drug 1: COC1=C(C=C2C(=C1)N=CN=C2NC3=CC(=C(C=C3)F)Cl)OCCCN4CCOCC4. Drug 2: CCC1=C2CN3C(=CC4=C(C3=O)COC(=O)C4(CC)O)C2=NC5=C1C=C(C=C5)O. Cell line: HCC-2998. Synergy scores: CSS=30.0, Synergy_ZIP=2.49, Synergy_Bliss=2.57, Synergy_Loewe=3.83, Synergy_HSA=4.83. (2) Drug 1: CC(C1=C(C=CC(=C1Cl)F)Cl)OC2=C(N=CC(=C2)C3=CN(N=C3)C4CCNCC4)N. Drug 2: CC1C(C(CC(O1)OC2CC(OC(C2O)C)OC3=CC4=CC5=C(C(=O)C(C(C5)C(C(=O)C(C(C)O)O)OC)OC6CC(C(C(O6)C)O)OC7CC(C(C(O7)C)O)OC8CC(C(C(O8)C)O)(C)O)C(=C4C(=C3C)O)O)O)O. Cell line: K-562. Synergy scores: CSS=44.6, Synergy_ZIP=13.8, Synergy_Bliss=14.5, Synergy_Loewe=9.13, Synergy_HSA=15.0. (3) Drug 1: C1=CC(=CC=C1CCC2=CNC3=C2C(=O)NC(=N3)N)C(=O)NC(CCC(=O)O)C(=O)O. Drug 2: CC1C(C(CC(O1)OC2CC(CC3=C2C(=C4C(=C3O)C(=O)C5=C(C4=O)C(=CC=C5)OC)O)(C(=O)C)O)N)O.Cl. Cell line: SF-539. Synergy scores: CSS=43.4, Synergy_ZIP=-5.32, Synergy_Bliss=-3.46, Synergy_Loewe=-2.91, Synergy_HSA=1.29. (4) Drug 1: CC(C1=C(C=CC(=C1Cl)F)Cl)OC2=C(N=CC(=C2)C3=CN(N=C3)C4CCNCC4)N. Drug 2: C1=CN(C(=O)N=C1N)C2C(C(C(O2)CO)O)O.Cl. Cell line: MALME-3M. Synergy scores: CSS=40.6, Synergy_ZIP=-0.114, Synergy_Bliss=1.53, Synergy_Loewe=-15.0, Synergy_HSA=2.37. (5) Drug 1: CC12CCC(CC1=CCC3C2CCC4(C3CC=C4C5=CN=CC=C5)C)O. Drug 2: CC1CCC2CC(C(=CC=CC=CC(CC(C(=O)C(C(C(=CC(C(=O)CC(OC(=O)C3CCCCN3C(=O)C(=O)C1(O2)O)C(C)CC4CCC(C(C4)OC)OCCO)C)C)O)OC)C)C)C)OC. Cell line: HOP-62. Synergy scores: CSS=17.0, Synergy_ZIP=-2.28, Synergy_Bliss=2.20, Synergy_Loewe=-3.46, Synergy_HSA=2.48. (6) Drug 1: CC12CCC(CC1=CCC3C2CCC4(C3CC=C4C5=CN=CC=C5)C)O. Drug 2: CC1=C(C(=CC=C1)Cl)NC(=O)C2=CN=C(S2)NC3=CC(=NC(=N3)C)N4CCN(CC4)CCO. Cell line: SNB-75. Synergy scores: CSS=13.8, Synergy_ZIP=-4.43, Synergy_Bliss=-1.92, Synergy_Loewe=-30.8, Synergy_HSA=-2.12. (7) Drug 1: CC1=C(C(CCC1)(C)C)C=CC(=CC=CC(=CC(=O)O)C)C. Drug 2: CC1=C2C(C(=O)C3(C(CC4C(C3C(C(C2(C)C)(CC1OC(=O)C(C(C5=CC=CC=C5)NC(=O)C6=CC=CC=C6)O)O)OC(=O)C7=CC=CC=C7)(CO4)OC(=O)C)O)C)OC(=O)C. Cell line: LOX IMVI. Synergy scores: CSS=40.3, Synergy_ZIP=16.3, Synergy_Bliss=14.7, Synergy_Loewe=-20.7, Synergy_HSA=11.2. (8) Synergy scores: CSS=11.7, Synergy_ZIP=-1.78, Synergy_Bliss=-1.51, Synergy_Loewe=-7.08, Synergy_HSA=-1.45. Drug 2: C1CC(=O)NC(=O)C1N2C(=O)C3=CC=CC=C3C2=O. Cell line: SF-268. Drug 1: CN(CCCl)CCCl.Cl.